This data is from Peptide-MHC class I binding affinity with 185,985 pairs from IEDB/IMGT. The task is: Regression. Given a peptide amino acid sequence and an MHC pseudo amino acid sequence, predict their binding affinity value. This is MHC class I binding data. (1) The peptide sequence is SAMGAASLTL. The MHC is Mamu-A07 with pseudo-sequence Mamu-A07. The binding affinity (normalized) is 0.277. (2) The peptide sequence is YIIGLLNTI. The MHC is H-2-Db with pseudo-sequence H-2-Db. The binding affinity (normalized) is 0.479. (3) The peptide sequence is YMYAVSGAL. The MHC is HLA-A30:01 with pseudo-sequence HLA-A30:01. The binding affinity (normalized) is 0.230. (4) The peptide sequence is VPVWKEATTT. The MHC is HLA-A29:02 with pseudo-sequence HLA-A29:02. The binding affinity (normalized) is 0. (5) The peptide sequence is AEFKYIAAV. The MHC is HLA-A23:01 with pseudo-sequence HLA-A23:01. The binding affinity (normalized) is 0. (6) The peptide sequence is VVGKPYKEV. The MHC is HLA-A02:16 with pseudo-sequence HLA-A02:16. The binding affinity (normalized) is 0.459. (7) The peptide sequence is MASENSSAM. The MHC is HLA-A02:01 with pseudo-sequence HLA-A02:01. The binding affinity (normalized) is 0.131. (8) The peptide sequence is IESVNNAVI. The MHC is Mamu-A11 with pseudo-sequence Mamu-A11. The binding affinity (normalized) is 0.949.